Dataset: Reaction yield outcomes from USPTO patents with 853,638 reactions. Task: Predict the reaction yield, written as a fraction of the theoretical maximum amount of product (1.0 means a 100% yield; for example, 0.34 means a 34% yield). The reactants are [C:1]([O:5][C:6]([N:8]1[CH2:13][CH2:12][CH:11]([O:14][C:15]2[CH:20]=[CH:19][C:18]([N+:21]([O-:23])=[O:22])=[CH:17][C:16]=2[C:24]([OH:26])=O)[CH2:10][CH2:9]1)=[O:7])([CH3:4])([CH3:3])[CH3:2].ClC(OCC(C)C)=O.C([N:37](CC)CC)C.N. The catalyst is ClCCl. The product is [C:1]([O:5][C:6]([N:8]1[CH2:13][CH2:12][CH:11]([O:14][C:15]2[CH:20]=[CH:19][C:18]([N+:21]([O-:23])=[O:22])=[CH:17][C:16]=2[C:24](=[O:26])[NH2:37])[CH2:10][CH2:9]1)=[O:7])([CH3:2])([CH3:4])[CH3:3]. The yield is 0.980.